Task: Regression. Given two drug SMILES strings and cell line genomic features, predict the synergy score measuring deviation from expected non-interaction effect.. Dataset: Merck oncology drug combination screen with 23,052 pairs across 39 cell lines Drug 1: CN(C)C(=N)N=C(N)N. Drug 2: Cn1nnc2c(C(N)=O)ncn2c1=O. Cell line: OVCAR3. Synergy scores: synergy=-10.2.